Regression. Given two drug SMILES strings and cell line genomic features, predict the synergy score measuring deviation from expected non-interaction effect. From a dataset of NCI-60 drug combinations with 297,098 pairs across 59 cell lines. (1) Drug 1: CNC(=O)C1=CC=CC=C1SC2=CC3=C(C=C2)C(=NN3)C=CC4=CC=CC=N4. Drug 2: CC(C)CN1C=NC2=C1C3=CC=CC=C3N=C2N. Cell line: SN12C. Synergy scores: CSS=3.33, Synergy_ZIP=-0.984, Synergy_Bliss=1.46, Synergy_Loewe=-0.329, Synergy_HSA=1.22. (2) Drug 1: CC1=C(C=C(C=C1)NC(=O)C2=CC=C(C=C2)CN3CCN(CC3)C)NC4=NC=CC(=N4)C5=CN=CC=C5. Drug 2: C1CN(CCN1C(=O)CCBr)C(=O)CCBr. Cell line: SNB-75. Synergy scores: CSS=26.7, Synergy_ZIP=-5.80, Synergy_Bliss=1.07, Synergy_Loewe=4.34, Synergy_HSA=4.46.